From a dataset of Forward reaction prediction with 1.9M reactions from USPTO patents (1976-2016). Predict the product of the given reaction. (1) Given the reactants B(Br)(Br)Br.C[O:6][C:7]1[CH:8]=[C:9]([CH:20]=[CH:21][C:22]=1[C:23]1[C:28]([CH3:29])=[N:27][CH:26]=[CH:25][N:24]=1)[O:10][C:11]1[C:16]2[CH:17]=[CH:18][O:19][C:15]=2[CH:14]=[CH:13][N:12]=1, predict the reaction product. The product is: [O:19]1[C:15]2[CH:14]=[CH:13][N:12]=[C:11]([O:10][C:9]3[CH:20]=[CH:21][C:22]([C:23]4[C:28]([CH3:29])=[N:27][CH:26]=[CH:25][N:24]=4)=[C:7]([OH:6])[CH:8]=3)[C:16]=2[CH:17]=[CH:18]1. (2) Given the reactants C(=O)([O-])[O-].[K+].[K+].[CH3:7][O:8][C:9]1[CH:16]=[CH:15][C:12]([CH2:13]Cl)=[CH:11][CH:10]=1.[I-].[Na+].[OH:19][C:20]1[C:21]2[C:34](=[O:35])[NH:33][CH2:32][C:22]=2[C:23]([O:30][CH3:31])=[C:24]2[C:29]=1[N:28]=[CH:27][CH:26]=[CH:25]2, predict the reaction product. The product is: [CH3:31][O:30][C:23]1[C:22]2[CH2:32][NH:33][C:34](=[O:35])[C:21]=2[C:20]([O:19][CH2:13][C:12]2[CH:15]=[CH:16][C:9]([O:8][CH3:7])=[CH:10][CH:11]=2)=[C:29]2[C:24]=1[CH:25]=[CH:26][CH:27]=[N:28]2. (3) Given the reactants [Cl:1][C:2]1[S:6][C:5]([C:7]([NH:9][C:10]2[C:18]3[C:13](=[CH:14][CH:15]=[C:16]([C:19]4[O:23][C:22]([C:24]([O:26]C(C)(C)C)=[O:25])=[CH:21][CH:20]=4)[CH:17]=3)[NH:12][N:11]=2)=[O:8])=[CH:4][CH:3]=1.ClCCl, predict the reaction product. The product is: [Cl:1][C:2]1[S:6][C:5]([C:7]([NH:9][C:10]2[C:18]3[C:13](=[CH:14][CH:15]=[C:16]([C:19]4[O:23][C:22]([C:24]([OH:26])=[O:25])=[CH:21][CH:20]=4)[CH:17]=3)[NH:12][N:11]=2)=[O:8])=[CH:4][CH:3]=1. (4) Given the reactants IC1C=C(CN)C=CC=1.BrCC1C(C(OCC)=O)=NC=CC=1[N+]([O-])=O.[Cl:26][C:27]1[S:31][C:30]([C:32]([NH:34][C:35]2[CH:40]=[CH:39][N:38]=[C:37]3[C:41](=[O:53])[N:42]([CH2:45][C:46]4[CH:51]=[CH:50][CH:49]=[C:48]([I:52])[CH:47]=4)[C:43](=O)[C:36]=23)=[O:33])=[CH:29][CH:28]=1, predict the reaction product. The product is: [Cl:26][C:27]1[S:31][C:30]([C:32]([NH:34][C:35]2[CH:40]=[CH:39][N:38]=[C:37]3[C:41](=[O:53])[N:42]([CH2:45][C:46]4[CH:51]=[CH:50][CH:49]=[C:48]([I:52])[CH:47]=4)[CH2:43][C:36]=23)=[O:33])=[CH:29][CH:28]=1. (5) Given the reactants [CH:1]1([N:5]2[CH2:11][CH2:10][C:9]3[CH:12]=[CH:13][C:14]([O:16]CC4C=CC=CC=4)=[CH:15][C:8]=3[CH2:7][CH2:6]2)[CH2:4][CH2:3][CH2:2]1, predict the reaction product. The product is: [CH:1]1([N:5]2[CH2:11][CH2:10][C:9]3[CH:12]=[CH:13][C:14]([OH:16])=[CH:15][C:8]=3[CH2:7][CH2:6]2)[CH2:4][CH2:3][CH2:2]1. (6) Given the reactants [CH:1]1([C:4]2[N:8]([C:9]3[CH:14]=[C:13]([S:15](Cl)(=[O:17])=[O:16])[CH:12]=[CH:11][C:10]=3[Cl:19])[N:7]=[CH:6][C:5]=2[C:20]([O:22][CH2:23][CH3:24])=[O:21])[CH2:3][CH2:2]1.[CH3:25][NH:26][CH3:27], predict the reaction product. The product is: [CH:1]1([C:4]2[N:8]([C:9]3[CH:14]=[C:13]([S:15]([N:26]([CH3:27])[CH3:25])(=[O:17])=[O:16])[CH:12]=[CH:11][C:10]=3[Cl:19])[N:7]=[CH:6][C:5]=2[C:20]([O:22][CH2:23][CH3:24])=[O:21])[CH2:3][CH2:2]1. (7) Given the reactants [F:1][C:2]1[CH:7]=[CH:6][CH:5]=[C:4]([F:8])[C:3]=1[N:9]1[C:14]2[N:15]=[C:16]([S:29][CH3:30])[N:17]=[C:18]([C:19]3[CH:20]=[C:21]([CH:25]=[CH:26][C:27]=3[CH3:28])[C:22](O)=[O:23])[C:13]=2[CH2:12][NH:11][C:10]1=[O:31].C(Cl)CCl.C1[CH:37]=[CH:38][C:39]2N(O)N=[N:42][C:40]=2C=1.C1(CN)CC1, predict the reaction product. The product is: [CH:39]1([CH2:40][NH:42][C:22](=[O:23])[C:21]2[CH:25]=[CH:26][C:27]([CH3:28])=[C:19]([C:18]3[C:13]4[CH2:12][NH:11][C:10](=[O:31])[N:9]([C:3]5[C:2]([F:1])=[CH:7][CH:6]=[CH:5][C:4]=5[F:8])[C:14]=4[N:15]=[C:16]([S:29][CH3:30])[N:17]=3)[CH:20]=2)[CH2:37][CH2:38]1. (8) Given the reactants [C:1]([C:5]1[CH:11]=[C:10]([C:12]([CH3:15])([CH3:14])[CH3:13])[CH:9]=[C:7]([OH:8])[C:6]=1[OH:16])([CH3:4])([CH3:3])[CH3:2].[CH2:17]1[CH2:21]OCC1.[H-].[Na+].[CH2:24]([N:26]([CH2:30][CH3:31])[C:27](Cl)=[O:28])[CH3:25], predict the reaction product. The product is: [CH2:24]([N:26]([CH2:21][CH3:17])[C:27](=[O:28])[O:8][C:7]1[CH:9]=[C:10]([C:12]([CH3:15])([CH3:14])[CH3:13])[CH:11]=[C:5]([C:1]([CH3:4])([CH3:3])[CH3:2])[C:6]=1[O:16][C:27](=[O:28])[N:26]([CH2:30][CH3:31])[CH2:24][CH3:25])[CH3:25]. (9) Given the reactants Br[C:2]1[CH:3]=[C:4]([C:8]2[CH:13]=[CH:12][CH:11]=[CH:10][N:9]=2)[CH:5]=[CH:6][CH:7]=1.C([Li])CCC.[CH2:19]([O:26][C:27]1[C:34]([C:35]([CH3:38])([CH3:37])[CH3:36])=[CH:33][CH:32]=[CH:31][C:28]=1[CH:29]=[O:30])[C:20]1[CH:25]=[CH:24][CH:23]=[CH:22][CH:21]=1.[Cl-].[NH4+], predict the reaction product. The product is: [CH2:19]([O:26][C:27]1[C:34]([C:35]([CH3:36])([CH3:38])[CH3:37])=[CH:33][CH:32]=[CH:31][C:28]=1[CH:29]([C:2]1[CH:7]=[CH:6][CH:5]=[C:4]([C:8]2[CH:13]=[CH:12][CH:11]=[CH:10][N:9]=2)[CH:3]=1)[OH:30])[C:20]1[CH:21]=[CH:22][CH:23]=[CH:24][CH:25]=1.